From a dataset of Full USPTO retrosynthesis dataset with 1.9M reactions from patents (1976-2016). Predict the reactants needed to synthesize the given product. Given the product [Cl:32][C:9]1[C:10]([NH:16][C:17]2[N:22]=[C:21]([NH:23][CH:24]3[CH2:25][CH2:26]3)[C:20]3=[N:27][CH:28]=[C:29]([C:30]#[N:31])[N:19]3[N:18]=2)=[CH:11][C:12]([C:14]#[N:15])=[CH:13][C:8]=1[N:5]1[CH2:6][CH2:7][C@@H:2]([NH:1][C:39]([N:38]2[CH2:37][CH2:36][N:35]([CH3:74])[CH2:47][CH2:42]2)=[O:41])[C@H:3]([OH:33])[CH2:4]1, predict the reactants needed to synthesize it. The reactants are: [NH2:1][C@@H:2]1[CH2:7][CH2:6][N:5]([C:8]2[C:9]([Cl:32])=[C:10]([NH:16][C:17]3[N:22]=[C:21]([NH:23][CH:24]4[CH2:26][CH2:25]4)[C:20]4=[N:27][CH:28]=[C:29]([C:30]#[N:31])[N:19]4[N:18]=3)[CH:11]=[C:12]([C:14]#[N:15])[CH:13]=2)[CH2:4][C@H:3]1[OH:33].C[N:35]([CH3:74])[CH2:36][CH2:37][N:38]([C@@H:42]1[CH2:47]CN(C2C=C(C#N)C=C(NC3N=C(NC4CC4)C4=NC=C(C#N)N4N=3)C=2Cl)C[C@H]1O)[C:39](=[O:41])[O-].